This data is from Catalyst prediction with 721,799 reactions and 888 catalyst types from USPTO. The task is: Predict which catalyst facilitates the given reaction. (1) Reactant: [OH-:1].[Li+].OO.[NH2:5][C@H:6]1[CH2:11][CH2:10][C@H:9]([O:12][C:13]2[C:20]([Cl:21])=[CH:19][C:16]([C:17]#[N:18])=[C:15]([O:22][CH3:23])[CH:14]=2)[CH2:8][CH2:7]1.[Cl-].[Na+].N. Product: [NH2:5][C@H:6]1[CH2:11][CH2:10][C@H:9]([O:12][C:13]2[C:20]([Cl:21])=[CH:19][C:16]([C:17]([NH2:18])=[O:1])=[C:15]([O:22][CH3:23])[CH:14]=2)[CH2:8][CH2:7]1. The catalyst class is: 24. (2) Reactant: [F:1][C:2]([F:27])([F:26])[S:3]([N:6]1[CH2:11][CH2:10][CH:9]([CH2:12][N:13]2[CH2:23][C:22]3[N:24]4[C:15](=[CH:16][N:17]=[C:18]4[CH:19]=[CH:20][CH:21]=3)[C:14]2=[O:25])[CH2:8][CH2:7]1)(=[O:5])=[O:4].[ClH:28]. Product: [ClH:28].[F:27][C:2]([F:1])([F:26])[S:3]([N:6]1[CH2:11][CH2:10][CH:9]([CH2:12][N:13]2[CH2:23][C:22]3[N:24]4[C:15](=[CH:16][N:17]=[C:18]4[CH:19]=[CH:20][CH:21]=3)[C:14]2=[O:25])[CH2:8][CH2:7]1)(=[O:4])=[O:5]. The catalyst class is: 8. (3) Reactant: [C:1]([C:3]1[CH:8]=[CH:7][C:6]([C:9]2[C:10](C(O)=O)=[C:11]([CH2:15][CH2:16][CH3:17])[NH:12][C:13]=2[CH3:14])=[CH:5][CH:4]=1)#[N:2].FC(F)(F)C(O)=O. Product: [CH3:14][C:13]1[NH:12][C:11]([CH2:15][CH2:16][CH3:17])=[CH:10][C:9]=1[C:6]1[CH:7]=[CH:8][C:3]([C:1]#[N:2])=[CH:4][CH:5]=1. The catalyst class is: 13. (4) Reactant: C[O:2][C:3](=[O:27])[C:4]1[CH:9]=[CH:8][C:7]([C:10](=[O:26])[CH2:11][C:12]2[CH:17]=[C:16]([C:18]3[CH:19]=[N:20][CH:21]=[CH:22][CH:23]=3)[CH:15]=[CH:14][C:13]=2[O:24][CH3:25])=[CH:6][CH:5]=1.C1COCC1. Product: [CH3:25][O:24][C:13]1[CH:14]=[CH:15][C:16]([C:18]2[CH:19]=[N:20][CH:21]=[CH:22][CH:23]=2)=[CH:17][C:12]=1[CH2:11][C:10]([C:7]1[CH:6]=[CH:5][C:4]([C:3]([OH:27])=[O:2])=[CH:9][CH:8]=1)=[O:26]. The catalyst class is: 5. (5) Reactant: [C:1]([O:5][C:6](=[O:18])[NH:7][CH2:8][CH2:9][NH:10][C:11]1[CH:12]=[N:13][CH:14]=[C:15]([Br:17])[CH:16]=1)([CH3:4])([CH3:3])[CH3:2].[CH:19]1[C:28]2[C:23](=[CH:24][CH:25]=[CH:26][CH:27]=2)[CH:22]=[CH:21][C:20]=1[S:29](Cl)(=[O:31])=[O:30]. Product: [C:1]([O:5][C:6](=[O:18])[NH:7][CH2:8][CH2:9][N:10]([C:11]1[CH:12]=[N:13][CH:14]=[C:15]([Br:17])[CH:16]=1)[S:29]([C:20]1[CH:21]=[CH:22][C:23]2[C:28](=[CH:27][CH:26]=[CH:25][CH:24]=2)[CH:19]=1)(=[O:31])=[O:30])([CH3:4])([CH3:2])[CH3:3]. The catalyst class is: 17. (6) Reactant: [CH3:1][S:2](Cl)(=[O:4])=[O:3].[NH2:6][C:7]1[CH:45]=[CH:44][CH:43]=[CH:42][C:8]=1[CH2:9][N:10]1[C:18]2[C:17](=[O:19])[NH:16][C:15]([C:20]3[CH:25]=[C:24]([S:26]([N:29]4[CH2:34][CH2:33][N:32]([CH3:35])[CH2:31][CH2:30]4)(=[O:28])=[O:27])[CH:23]=[CH:22][C:21]=3[O:36][CH2:37][CH3:38])=[N:14][C:13]=2[C:12]([CH2:39][CH2:40][CH3:41])=[N:11]1. Product: [NH3:6].[CH2:37]([O:36][C:21]1[CH:22]=[CH:23][C:24]([S:26]([N:29]2[CH2:30][CH2:31][N:32]([CH3:35])[CH2:33][CH2:34]2)(=[O:28])=[O:27])=[CH:25][C:20]=1[C:15]1[NH:16][C:17](=[O:19])[C:18]2[N:10]([CH2:9][C:8]3[CH:42]=[CH:43][CH:44]=[CH:45][C:7]=3[NH:6][S:2]([CH3:1])(=[O:4])=[O:3])[N:11]=[C:12]([CH2:39][CH2:40][CH3:41])[C:13]=2[N:14]=1)[CH3:38]. The catalyst class is: 17. (7) Reactant: [C:1]([O:5][C:6]([N:8]1[CH2:13][CH2:12][C@@H:11]([CH:14]([F:16])[F:15])[C@H:10]([OH:17])[CH2:9]1)=[O:7])([CH3:4])([CH3:3])[CH3:2].[H-].[Na+].[CH2:20]([C:24]1[N:25]=[N:26][C:27](Cl)=[CH:28][C:29]=1[C:30]1[CH:35]=[CH:34][C:33]([O:36][CH:37]2[CH2:42][CH2:41][CH2:40][CH2:39][CH2:38]2)=[CH:32][CH:31]=1)[CH2:21][CH2:22][CH3:23]. Product: [C:1]([O:5][C:6]([N:8]1[CH2:13][CH2:12][C@@H:11]([CH:14]([F:15])[F:16])[C@H:10]([O:17][C:27]2[N:26]=[N:25][C:24]([CH2:20][CH2:21][CH2:22][CH3:23])=[C:29]([C:30]3[CH:31]=[CH:32][C:33]([O:36][CH:37]4[CH2:42][CH2:41][CH2:40][CH2:39][CH2:38]4)=[CH:34][CH:35]=3)[CH:28]=2)[CH2:9]1)=[O:7])([CH3:4])([CH3:2])[CH3:3]. The catalyst class is: 1.